From a dataset of Reaction yield outcomes from USPTO patents with 853,638 reactions. Predict the reaction yield, written as a fraction of the theoretical maximum amount of product (1.0 means a 100% yield; for example, 0.34 means a 34% yield). The reactants are [CH3:1][CH:2]1[CH2:6][CH2:5][CH2:4][NH:3]1.[CH3:7][C:8]([CH3:10])=O.[C-]#N.[K+].[N-:14]=[C:15]=O. The catalyst is O.C(Cl)Cl. The yield is 0.375. The product is [CH3:7][C:8]([N:3]1[CH2:4][CH2:5][CH2:6][CH:2]1[CH3:1])([CH3:10])[C:15]#[N:14].